From a dataset of Full USPTO retrosynthesis dataset with 1.9M reactions from patents (1976-2016). Predict the reactants needed to synthesize the given product. Given the product [C:14]([O:18][C:19]([N:21]1[CH2:22][CH2:23][CH:24]([N:27]2[C:31]3=[N:32][CH:33]=[N:34][C:35]([O:1][C:2]4[CH:7]=[CH:6][C:5]([S:8](=[O:10])(=[O:9])[N:11]([CH3:13])[CH3:12])=[CH:4][CH:3]=4)=[C:30]3[CH:29]=[N:28]2)[CH2:25][CH2:26]1)=[O:20])([CH3:17])([CH3:15])[CH3:16], predict the reactants needed to synthesize it. The reactants are: [OH:1][C:2]1[CH:7]=[CH:6][C:5]([S:8]([N:11]([CH3:13])[CH3:12])(=[O:10])=[O:9])=[CH:4][CH:3]=1.[C:14]([O:18][C:19]([N:21]1[CH2:26][CH2:25][CH:24]([N:27]2[C:31]3=[N:32][CH:33]=[N:34][C:35](Cl)=[C:30]3[CH:29]=[N:28]2)[CH2:23][CH2:22]1)=[O:20])([CH3:17])([CH3:16])[CH3:15].C(=O)([O-])[O-].[K+].[K+].C(=O)([O-])[O-].[Na+].[Na+].